Dataset: Full USPTO retrosynthesis dataset with 1.9M reactions from patents (1976-2016). Task: Predict the reactants needed to synthesize the given product. (1) Given the product [C:29]([O:32][CH2:33][C:34]([N:24]1[C:25]2[C:21](=[CH:20][C:19]([CH2:18][N:4]3[C:5]([CH3:37])=[CH:6][C:7]([O:8][CH2:9][C:10]4[CH:15]=[CH:14][C:13]([F:16])=[CH:12][C:11]=4[F:17])=[C:2]([Cl:1])[C:3]3=[O:28])=[CH:27][CH:26]=2)[CH2:22][CH2:23]1)=[O:35])(=[O:31])[CH3:30], predict the reactants needed to synthesize it. The reactants are: [Cl:1][C:2]1[C:3](=[O:28])[N:4]([CH2:18][C:19]2[CH:20]=[C:21]3[C:25](=[CH:26][CH:27]=2)[NH:24][CH2:23][CH2:22]3)[CH:5]=[CH:6][C:7]=1[O:8][CH2:9][C:10]1[CH:15]=[CH:14][C:13]([F:16])=[CH:12][C:11]=1[F:17].[C:29]([O:32][CH2:33][C:34](Cl)=[O:35])(=[O:31])[CH3:30].[CH2:37](N(CC)CC)C. (2) The reactants are: [C:1]([C:3]1[CH:8]=[CH:7][C:6]([NH:9][C@H:10]([C@H:14]([OH:16])[CH3:15])[C:11]([OH:13])=O)=[CH:5][C:4]=1[C:17]([F:20])([F:19])[F:18])#[N:2].[C:21]([C:23]1[CH:32]=[CH:31][C:26]([C:27]([NH:29][NH2:30])=[O:28])=[CH:25][CH:24]=1)#[N:22].O.ON1C2C=CC=CC=2N=N1.Cl.CN(C)CCCN=C=NCC.C(N(CC)CC)C. Given the product [C:21]([C:23]1[CH:24]=[CH:25][C:26]([C:27]([NH:29][NH:30][C:11](=[O:13])[C@H:10]([NH:9][C:6]2[CH:7]=[CH:8][C:3]([C:1]#[N:2])=[C:4]([C:17]([F:20])([F:19])[F:18])[CH:5]=2)[C@H:14]([OH:16])[CH3:15])=[O:28])=[CH:31][CH:32]=1)#[N:22], predict the reactants needed to synthesize it.